Dataset: Forward reaction prediction with 1.9M reactions from USPTO patents (1976-2016). Task: Predict the product of the given reaction. (1) Given the reactants [F:1][C:2]([F:38])([F:37])[C:3]1[CH:4]=[C:5]([CH:30]=[C:31]([C:33]([F:36])([F:35])[F:34])[CH:32]=1)[CH2:6][NH:7][CH2:8][C:9]1[CH:14]=[C:13]([C:15]([F:18])([F:17])[F:16])[CH:12]=[CH:11][C:10]=1[C:19]1[CH:24]=[C:23]([CH:25]([CH3:27])[CH3:26])[CH:22]=[CH:21][C:20]=1[O:28][CH3:29].[CH3:39][S:40](Cl)(=[O:42])=[O:41].C(N(CC)C(C)C)(C)C.O, predict the reaction product. The product is: [F:1][C:2]([F:37])([F:38])[C:3]1[CH:4]=[C:5]([CH:30]=[C:31]([C:33]([F:36])([F:34])[F:35])[CH:32]=1)[CH2:6][N:7]([CH2:8][C:9]1[CH:14]=[C:13]([C:15]([F:18])([F:17])[F:16])[CH:12]=[CH:11][C:10]=1[C:19]1[CH:24]=[C:23]([CH:25]([CH3:26])[CH3:27])[CH:22]=[CH:21][C:20]=1[O:28][CH3:29])[S:40]([CH3:39])(=[O:42])=[O:41]. (2) Given the reactants [CH3:1][C:2]1([CH3:23])[C:10]2[N:9]=[C:8]([C:11]3[C:12]([CH3:22])=[CH:13][C:14]([CH3:21])=[C:15]([CH:20]=3)[C:16]([O:18]C)=[O:17])[NH:7][C:6]=2[CH2:5][O:4][CH2:3]1.[OH-].[Li+], predict the reaction product. The product is: [CH3:1][C:2]1([CH3:23])[C:10]2[N:9]=[C:8]([C:11]3[C:12]([CH3:22])=[CH:13][C:14]([CH3:21])=[C:15]([CH:20]=3)[C:16]([OH:18])=[O:17])[NH:7][C:6]=2[CH2:5][O:4][CH2:3]1. (3) Given the reactants O[CH:2]1[C:10]2[C:5](=[C:6]([C:11]3[S:15][C:14]([C:16]4[CH:17]=[CH:18][C:19]([O:24][CH:25]([CH3:27])[CH3:26])=[C:20]([CH:23]=4)[C:21]#[N:22])=[CH:13][CH:12]=3)[CH:7]=[CH:8][CH:9]=2)[CH2:4][CH2:3]1.[CH2:28]([CH2:30][NH2:31])[OH:29], predict the reaction product. The product is: [OH:29][CH2:28][CH2:30][NH:31][CH:2]1[C:10]2[C:5](=[C:6]([C:11]3[S:15][C:14]([C:16]4[CH:17]=[CH:18][C:19]([O:24][CH:25]([CH3:26])[CH3:27])=[C:20]([CH:23]=4)[C:21]#[N:22])=[CH:13][CH:12]=3)[CH:7]=[CH:8][CH:9]=2)[CH2:4][CH2:3]1. (4) Given the reactants Br[C:2]1[CH2:10][CH2:9][C:5]2[S:6][CH:7]=[CH:8][C:4]=2[CH:3]=1.C([Li])(C)(C)C.C([O:19][B:20](OC(C)C)[O:21]C(C)C)(C)C.Cl, predict the reaction product. The product is: [S:6]1[CH:7]=[CH:8][C:4]2[CH:3]=[C:2]([B:20]([OH:21])[OH:19])[CH2:10][CH2:9][C:5]1=2. (5) The product is: [CH:13]1([CH:11]2[O:10][C:4]3[N:3]=[C:2]([Cl:1])[N:7]=[C:6]([Cl:8])[C:5]=3[O:15][CH2:14]2)[CH2:12][CH2:16]1. Given the reactants [Cl:1][C:2]1[N:7]=[C:6]([Cl:8])[C:5](O)=[C:4]([O:10][C:11]2([CH2:14][OH:15])[CH2:13][CH2:12]2)[N:3]=1.[C:16]1(P(C2C=CC=CC=2)C2C=CC=CC=2)C=CC=CC=1.CC(OC(/N=N/C(OC(C)C)=O)=O)C, predict the reaction product. (6) The product is: [N+:21]([C:18]1[CH:19]=[CH:20][C:15]([O:14][C:10]2[C:11]([Br:13])=[CH:12][C:7](/[CH:29]=[CH:28]/[C:27]([O:31][CH2:32][CH3:33])=[O:30])=[CH:8][C:9]=2[Br:24])=[CH:16][CH:17]=1)([O-:23])=[O:22]. Given the reactants FC(F)(F)S(O[C:7]1[CH:12]=[C:11]([Br:13])[C:10]([O:14][C:15]2[CH:20]=[CH:19][C:18]([N+:21]([O-:23])=[O:22])=[CH:17][CH:16]=2)=[C:9]([Br:24])[CH:8]=1)(=O)=O.[C:27]([O:31][CH2:32][CH3:33])(=[O:30])[CH:28]=[CH2:29].C(N(C(C)C)C(C)C)C, predict the reaction product. (7) Given the reactants [F:1][C:2]1[C:7]([F:8])=[CH:6][CH:5]=[CH:4][C:3]=1[C:9]1[N:33]=[C:12]2[CH:13]=[N:14][N:15]([CH2:17][C:18]3[O:22][N:21]=[C:20]([C:23]4[CH:28]=[CH:27][C:26]([C:29](=NO)[CH3:30])=[CH:25][CH:24]=4)[CH:19]=3)[CH:16]=[C:11]2[N:10]=1.C(O)(=O)C=[O:36], predict the reaction product. The product is: [F:1][C:2]1[C:7]([F:8])=[CH:6][CH:5]=[CH:4][C:3]=1[C:9]1[N:33]=[C:12]2[CH:13]=[N:14][N:15]([CH2:17][C:18]3[O:22][N:21]=[C:20]([C:23]4[CH:28]=[CH:27][C:26]([C:29](=[O:36])[CH3:30])=[CH:25][CH:24]=4)[CH:19]=3)[CH:16]=[C:11]2[N:10]=1. (8) Given the reactants [NH2:1][C:2]1[N:7]=[CH:6][N:5]=[C:4]2[N:8]([CH:29]3[CH2:34][CH2:33][C:32](=[O:35])[CH2:31][CH2:30]3)[N:9]=[C:10]([C:11]3[CH:16]=[CH:15][C:14]([NH:17][C:18]4[O:19][C:20]5[C:26]([CH3:27])=[CH:25][C:24]([CH3:28])=[CH:23][C:21]=5[N:22]=4)=[CH:13][CH:12]=3)[C:3]=12.[OH2:36].[C:37]1([CH3:47])C=CC(S(O)(=O)=O)=[CH:39][CH:38]=1.O, predict the reaction product. The product is: [NH2:1][C:2]1[N:7]=[CH:6][N:5]=[C:4]2[N:8]([CH:29]3[CH2:34][CH2:33][C:32]4([O:36][C@H:37]([CH3:47])[C@@H:38]([CH3:39])[O:35]4)[CH2:31][CH2:30]3)[N:9]=[C:10]([C:11]3[CH:16]=[CH:15][C:14]([NH:17][C:18]4[O:19][C:20]5[C:26]([CH3:27])=[CH:25][C:24]([CH3:28])=[CH:23][C:21]=5[N:22]=4)=[CH:13][CH:12]=3)[C:3]=12.